Task: Predict which catalyst facilitates the given reaction.. Dataset: Catalyst prediction with 721,799 reactions and 888 catalyst types from USPTO (1) Reactant: [NH2:1][C:2]1[CH:23]=[CH:22][C:5]([O:6][CH2:7][C:8]2[O:12][C:11]([NH:13][C:14]3[CH:19]=[CH:18][C:17]([Cl:20])=[C:16]([Cl:21])[CH:15]=3)=[N:10][N:9]=2)=[CH:4][CH:3]=1.Cl[C:25]([O:27][CH:28]([CH3:30])[CH3:29])=[O:26]. Product: [Cl:21][C:16]1[CH:15]=[C:14]([NH:13][C:11]2[O:12][C:8]([CH2:7][O:6][C:5]3[CH:22]=[CH:23][C:2]([NH:1][C:25](=[O:26])[O:27][CH:28]([CH3:30])[CH3:29])=[CH:3][CH:4]=3)=[N:9][N:10]=2)[CH:19]=[CH:18][C:17]=1[Cl:20]. The catalyst class is: 17. (2) Reactant: CS(C)=O.[CH2:5]([C:20]1[CH:21]=[C:22]([OH:26])[CH:23]=[CH:24][CH:25]=1)[CH2:6][CH2:7][CH2:8][CH2:9][CH2:10][CH2:11][CH2:12][CH2:13][CH2:14][CH2:15][CH2:16][CH2:17][CH2:18][CH3:19].[OH-].[Na+].[CH3:29]I. Product: [CH2:5]([C:20]1[CH:21]=[C:22]([O:26][CH3:29])[CH:23]=[CH:24][CH:25]=1)[CH2:6][CH2:7][CH2:8][CH2:9][CH2:10][CH2:11][CH2:12][CH2:13][CH2:14][CH2:15][CH2:16][CH2:17][CH2:18][CH3:19]. The catalyst class is: 6. (3) Reactant: [CH2:1]([OH:8])[C:2]1[CH:7]=[CH:6][CH:5]=[CH:4][CH:3]=1.[H-].[Na+].[F:11][C:12]1[CH:13]=[C:14]([CH:18]=[C:19]([F:22])[C:20]=1F)[C:15]([OH:17])=[O:16].Cl. Product: [CH2:1]([O:8][C:20]1[C:19]([F:22])=[CH:18][C:14]([C:15]([OH:17])=[O:16])=[CH:13][C:12]=1[F:11])[C:2]1[CH:7]=[CH:6][CH:5]=[CH:4][CH:3]=1. The catalyst class is: 3. (4) Reactant: S([O:11][CH:12]1[CH2:17][CH2:16][N:15]([C:18]([O:20][C:21]([CH3:24])([CH3:23])[CH3:22])=[O:19])[CH2:14][CH2:13]1)(C1C=CC(C)=CC=1)(=O)=O.[Cl:25][C:26]1[CH:33]=[CH:32][CH:31]=[C:30](O)[C:27]=1[CH:28]=[O:29].C(=O)([O-])[O-].[K+].[K+].Cl. Product: [Cl:25][C:26]1[C:27]([CH:28]=[O:29])=[C:30]([CH:31]=[CH:32][CH:33]=1)[O:11][CH:12]1[CH2:13][CH2:14][N:15]([C:18]([O:20][C:21]([CH3:22])([CH3:23])[CH3:24])=[O:19])[CH2:16][CH2:17]1. The catalyst class is: 9. (5) Reactant: [O:1]1[C:10]2[CH:9]=[C:8]([CH2:11][N:12]([CH2:20][CH:21]3[O:26][CH2:25][CH2:24][N:23](CC4C=CC=CC=4)[CH2:22]3)[C:13](=[O:19])[O:14][C:15]([CH3:18])([CH3:17])[CH3:16])[N:7]=[CH:6][C:5]=2[O:4][CH2:3][CH2:2]1. Product: [O:1]1[C:10]2[CH:9]=[C:8]([CH2:11][N:12]([CH2:20][CH:21]3[O:26][CH2:25][CH2:24][NH:23][CH2:22]3)[C:13](=[O:19])[O:14][C:15]([CH3:18])([CH3:16])[CH3:17])[N:7]=[CH:6][C:5]=2[O:4][CH2:3][CH2:2]1. The catalyst class is: 261.